This data is from Forward reaction prediction with 1.9M reactions from USPTO patents (1976-2016). The task is: Predict the product of the given reaction. (1) Given the reactants [Si:1]([O:8][CH2:9][CH2:10][CH2:11][C:12]([OH:14])=[O:13])([C:4]([CH3:7])([CH3:6])[CH3:5])([CH3:3])[CH3:2].[CH3:15]COCC, predict the reaction product. The product is: [Si:1]([O:8][CH2:9][CH2:10][CH2:11][C:12]([O:14][CH3:15])=[O:13])([C:4]([CH3:7])([CH3:6])[CH3:5])([CH3:3])[CH3:2]. (2) Given the reactants [NH:1]([C:32](OC(C)(C)C)=[O:33])[C@H:2]([C:20]([N:22]1[CH2:31][CH2:30][CH2:29][C@H:23]1[C:24]([NH:26][CH2:27][CH3:28])=[O:25])=[O:21])[CH2:3][CH2:4][CH2:5][NH:6][C:7](=[NH:19])[NH:8][S:9]([C:12]1[CH:18]=[CH:17][C:15]([CH3:16])=[CH:14][CH:13]=1)(=[O:11])=[O:10].[NH:39]([C:48]([O:50][C:51]([CH3:54])([CH3:53])[CH3:52])=[O:49])[C@H:40](C(O)=O)[CH2:41][CH:42]([CH3:44])[CH3:43].CS(O)(=O)=O.N(C(OC(C)(C)C)=O)[C@@H](C(O)=O)CC(C)C.C1C=C2N=NN(O)C2=CC=1.O.N[C@H](C(N[C@H](C(N1CCC[C@H]1C(NCC)=O)=O)CCCNC(=N)NS(C1C=CC(C)=CC=1)(=O)=O)=O)CC(C)C.CCN=C=NCCCN(C)C.Cl, predict the reaction product. The product is: [NH:39]([C:48]([O:50][C:51]([CH3:53])([CH3:52])[CH3:54])=[O:49])[C@H:40]([C:32]([NH:1][C@H:2]([C:20]([N:22]1[CH2:31][CH2:30][CH2:29][C@H:23]1[C:24]([NH:26][CH2:27][CH3:28])=[O:25])=[O:21])[CH2:3][CH2:4][CH2:5][NH:6][C:7](=[NH:19])[NH:8][S:9]([C:12]1[CH:18]=[CH:17][C:15]([CH3:16])=[CH:14][CH:13]=1)(=[O:11])=[O:10])=[O:33])[CH2:41][CH:42]([CH3:44])[CH3:43].